From a dataset of Reaction yield outcomes from USPTO patents with 853,638 reactions. Predict the reaction yield, written as a fraction of the theoretical maximum amount of product (1.0 means a 100% yield; for example, 0.34 means a 34% yield). (1) The reactants are [Li][CH2:2][CH2:3][CH2:4][CH3:5].CC1[O:8][CH:9]=[CH:10][CH:11]=1.C1[O:14]C1. The catalyst is C1COCC1. The product is [CH3:5][C:4]1[O:8][C:9]([CH2:10][CH2:11][OH:14])=[CH:2][CH:3]=1. The yield is 0.720. (2) The reactants are [C:1](Cl)(Cl)=[O:2].[O:5]=[C:6]1[NH:10][CH2:9][CH2:8][N:7]1[CH2:11][C:12]#[N:13].N1C=CC=CC=1.[CH3:20][N:21]1[CH:25]=[C:24]([C:26]2[CH:31]=[C:30]([O:32][C:33]3[CH:34]=[CH:35][C:36]([NH2:39])=[N:37][CH:38]=3)[CH:29]=[CH:28][N:27]=2)[CH:23]=[N:22]1. The catalyst is C(Cl)Cl. The product is [C:12]([CH2:11][N:7]1[CH2:8][CH2:9][N:10]([C:6]([NH:39][C:36]2[CH:35]=[CH:34][C:33]([O:32][C:30]3[CH:29]=[CH:28][N:27]=[C:26]([C:24]4[CH:23]=[N:22][N:21]([CH3:20])[CH:25]=4)[CH:31]=3)=[CH:38][N:37]=2)=[O:5])[C:1]1=[O:2])#[N:13]. The yield is 0.220.